The task is: Regression. Given two drug SMILES strings and cell line genomic features, predict the synergy score measuring deviation from expected non-interaction effect.. This data is from NCI-60 drug combinations with 297,098 pairs across 59 cell lines. (1) Drug 1: C1CC(=O)NC(=O)C1N2CC3=C(C2=O)C=CC=C3N. Drug 2: CCN(CC)CCCC(C)NC1=C2C=C(C=CC2=NC3=C1C=CC(=C3)Cl)OC. Cell line: HOP-62. Synergy scores: CSS=27.8, Synergy_ZIP=-9.20, Synergy_Bliss=-6.30, Synergy_Loewe=-15.5, Synergy_HSA=-3.84. (2) Drug 1: C1=CC(=CC=C1CC(C(=O)O)N)N(CCCl)CCCl.Cl. Drug 2: CC12CCC3C(C1CCC2O)C(CC4=C3C=CC(=C4)O)CCCCCCCCCS(=O)CCCC(C(F)(F)F)(F)F. Cell line: SK-OV-3. Synergy scores: CSS=-0.220, Synergy_ZIP=-3.47, Synergy_Bliss=-8.50, Synergy_Loewe=-9.84, Synergy_HSA=-9.73. (3) Drug 1: CC1=CC2C(CCC3(C2CCC3(C(=O)C)OC(=O)C)C)C4(C1=CC(=O)CC4)C. Drug 2: CC1CCC2CC(C(=CC=CC=CC(CC(C(=O)C(C(C(=CC(C(=O)CC(OC(=O)C3CCCCN3C(=O)C(=O)C1(O2)O)C(C)CC4CCC(C(C4)OC)O)C)C)O)OC)C)C)C)OC. Cell line: SK-MEL-5. Synergy scores: CSS=7.51, Synergy_ZIP=-1.74, Synergy_Bliss=-1.46, Synergy_Loewe=-29.0, Synergy_HSA=-10.1. (4) Drug 1: CN1C2=C(C=C(C=C2)N(CCCl)CCCl)N=C1CCCC(=O)O.Cl. Drug 2: CC12CCC3C(C1CCC2OP(=O)(O)O)CCC4=C3C=CC(=C4)OC(=O)N(CCCl)CCCl.[Na+]. Cell line: RPMI-8226. Synergy scores: CSS=0.0705, Synergy_ZIP=1.93, Synergy_Bliss=-6.89, Synergy_Loewe=-1.48, Synergy_HSA=-4.92. (5) Drug 1: CCC1=C2CN3C(=CC4=C(C3=O)COC(=O)C4(CC)O)C2=NC5=C1C=C(C=C5)O. Drug 2: CC1=C(N=C(N=C1N)C(CC(=O)N)NCC(C(=O)N)N)C(=O)NC(C(C2=CN=CN2)OC3C(C(C(C(O3)CO)O)O)OC4C(C(C(C(O4)CO)O)OC(=O)N)O)C(=O)NC(C)C(C(C)C(=O)NC(C(C)O)C(=O)NCCC5=NC(=CS5)C6=NC(=CS6)C(=O)NCCC[S+](C)C)O. Cell line: SK-MEL-5. Synergy scores: CSS=29.8, Synergy_ZIP=1.52, Synergy_Bliss=11.4, Synergy_Loewe=-1.22, Synergy_HSA=9.71. (6) Drug 1: C1CN1C2=NC(=NC(=N2)N3CC3)N4CC4. Drug 2: CNC(=O)C1=NC=CC(=C1)OC2=CC=C(C=C2)NC(=O)NC3=CC(=C(C=C3)Cl)C(F)(F)F. Cell line: PC-3. Synergy scores: CSS=-1.76, Synergy_ZIP=-17.5, Synergy_Bliss=-35.7, Synergy_Loewe=-37.6, Synergy_HSA=-36.9. (7) Drug 1: CC1CCC2CC(C(=CC=CC=CC(CC(C(=O)C(C(C(=CC(C(=O)CC(OC(=O)C3CCCCN3C(=O)C(=O)C1(O2)O)C(C)CC4CCC(C(C4)OC)OCCO)C)C)O)OC)C)C)C)OC. Drug 2: CCC1(C2=C(COC1=O)C(=O)N3CC4=CC5=C(C=CC(=C5CN(C)C)O)N=C4C3=C2)O.Cl. Cell line: HCT-15. Synergy scores: CSS=19.4, Synergy_ZIP=0.332, Synergy_Bliss=2.79, Synergy_Loewe=-9.28, Synergy_HSA=-2.80. (8) Drug 1: CN1C(=O)N2C=NC(=C2N=N1)C(=O)N. Drug 2: CC1=C(N=C(N=C1N)C(CC(=O)N)NCC(C(=O)N)N)C(=O)NC(C(C2=CN=CN2)OC3C(C(C(C(O3)CO)O)O)OC4C(C(C(C(O4)CO)O)OC(=O)N)O)C(=O)NC(C)C(C(C)C(=O)NC(C(C)O)C(=O)NCCC5=NC(=CS5)C6=NC(=CS6)C(=O)NCCC[S+](C)C)O. Cell line: SF-539. Synergy scores: CSS=45.4, Synergy_ZIP=-1.35, Synergy_Bliss=0.0208, Synergy_Loewe=-0.319, Synergy_HSA=2.04. (9) Drug 1: CC12CCC(CC1=CCC3C2CCC4(C3CC=C4C5=CN=CC=C5)C)O. Drug 2: CC1CCCC2(C(O2)CC(NC(=O)CC(C(C(=O)C(C1O)C)(C)C)O)C(=CC3=CSC(=N3)C)C)C. Cell line: SNB-19. Synergy scores: CSS=12.7, Synergy_ZIP=-0.176, Synergy_Bliss=7.34, Synergy_Loewe=5.35, Synergy_HSA=6.82. (10) Drug 1: CC1C(C(CC(O1)OC2CC(OC(C2O)C)OC3=CC4=CC5=C(C(=O)C(C(C5)C(C(=O)C(C(C)O)O)OC)OC6CC(C(C(O6)C)O)OC7CC(C(C(O7)C)O)OC8CC(C(C(O8)C)O)(C)O)C(=C4C(=C3C)O)O)O)O. Drug 2: C(CC(=O)O)C(=O)CN.Cl. Cell line: MDA-MB-435. Synergy scores: CSS=40.2, Synergy_ZIP=-0.298, Synergy_Bliss=-1.00, Synergy_Loewe=-32.4, Synergy_HSA=-0.898.